Task: Regression. Given two drug SMILES strings and cell line genomic features, predict the synergy score measuring deviation from expected non-interaction effect.. Dataset: NCI-60 drug combinations with 297,098 pairs across 59 cell lines (1) Drug 1: C1CC(C1)(C(=O)O)C(=O)O.[NH2-].[NH2-].[Pt+2]. Drug 2: CN(CCCl)CCCl.Cl. Cell line: A549. Synergy scores: CSS=36.1, Synergy_ZIP=-7.21, Synergy_Bliss=-1.91, Synergy_Loewe=-12.6, Synergy_HSA=-0.213. (2) Drug 1: C1CCN(CC1)CCOC2=CC=C(C=C2)C(=O)C3=C(SC4=C3C=CC(=C4)O)C5=CC=C(C=C5)O. Drug 2: C1=C(C(=O)NC(=O)N1)F. Cell line: NCI-H460. Synergy scores: CSS=44.8, Synergy_ZIP=2.40, Synergy_Bliss=0.115, Synergy_Loewe=-1.60, Synergy_HSA=0.114. (3) Drug 1: CC1C(C(CC(O1)OC2CC(CC3=C2C(=C4C(=C3O)C(=O)C5=C(C4=O)C(=CC=C5)OC)O)(C(=O)CO)O)N)O.Cl. Drug 2: CC12CCC3C(C1CCC2=O)CC(=C)C4=CC(=O)C=CC34C. Cell line: PC-3. Synergy scores: CSS=2.77, Synergy_ZIP=-0.492, Synergy_Bliss=2.45, Synergy_Loewe=0.640, Synergy_HSA=0.914. (4) Drug 1: CCC1=CC2CC(C3=C(CN(C2)C1)C4=CC=CC=C4N3)(C5=C(C=C6C(=C5)C78CCN9C7C(C=CC9)(C(C(C8N6C)(C(=O)OC)O)OC(=O)C)CC)OC)C(=O)OC.C(C(C(=O)O)O)(C(=O)O)O. Drug 2: C1=CC(=CC=C1CC(C(=O)O)N)N(CCCl)CCCl.Cl. Cell line: MDA-MB-231. Synergy scores: CSS=35.9, Synergy_ZIP=-8.65, Synergy_Bliss=-1.27, Synergy_Loewe=-10.7, Synergy_HSA=0.213. (5) Drug 1: C1=NC2=C(N=C(N=C2N1C3C(C(C(O3)CO)O)O)F)N. Drug 2: C(=O)(N)NO. Cell line: ACHN. Synergy scores: CSS=4.18, Synergy_ZIP=0.445, Synergy_Bliss=5.14, Synergy_Loewe=-2.37, Synergy_HSA=0.878. (6) Drug 1: CC1=CC=C(C=C1)C2=CC(=NN2C3=CC=C(C=C3)S(=O)(=O)N)C(F)(F)F. Drug 2: COC1=NC(=NC2=C1N=CN2C3C(C(C(O3)CO)O)O)N. Cell line: SN12C. Synergy scores: CSS=5.34, Synergy_ZIP=-1.45, Synergy_Bliss=-1.10, Synergy_Loewe=-2.05, Synergy_HSA=-1.96. (7) Drug 1: CC12CCC(CC1=CCC3C2CCC4(C3CC=C4C5=CN=CC=C5)C)O. Drug 2: C1=NC(=NC(=O)N1C2C(C(C(O2)CO)O)O)N. Cell line: SNB-19. Synergy scores: CSS=0.773, Synergy_ZIP=-1.36, Synergy_Bliss=-1.46, Synergy_Loewe=-3.08, Synergy_HSA=-1.61.